From a dataset of Reaction yield outcomes from USPTO patents with 853,638 reactions. Predict the reaction yield, written as a fraction of the theoretical maximum amount of product (1.0 means a 100% yield; for example, 0.34 means a 34% yield). (1) The reactants are [Cl:1][C:2]1[C:7]([C:8]([F:11])([F:10])[F:9])=[CH:6][CH:5]=[CH:4][C:3]=1[C:12]([N:14]1[CH2:23][CH2:22][C:21]2[C:20]([C:24]3[N:28](C4CCCCO4)[N:27]=[CH:26][CH:25]=3)=[N:19][CH:18]=[N:17][C:16]=2[CH2:15]1)=[O:13].Cl.[OH-].[Na+]. The catalyst is CO.O. The product is [NH:28]1[C:24]([C:20]2[C:21]3[CH2:22][CH2:23][N:14]([C:12]([C:3]4[CH:4]=[CH:5][CH:6]=[C:7]([C:8]([F:10])([F:9])[F:11])[C:2]=4[Cl:1])=[O:13])[CH2:15][C:16]=3[N:17]=[CH:18][N:19]=2)=[CH:25][CH:26]=[N:27]1. The yield is 0.810. (2) The reactants are [CH:1]([C:3]1[C:8]([CH3:9])=[CH:7][C:6]([NH:10][C:11]([CH2:13][CH2:14][CH2:15][CH2:16][N:17]([CH3:44])[C:18]([CH2:20][CH2:21][N:22]2[CH2:27][CH2:26][CH:25]([O:28][C:29](=[O:43])[NH:30][C:31]3[CH:36]=[CH:35][CH:34]=[CH:33][C:32]=3[C:37]3[CH:42]=[CH:41][CH:40]=[CH:39][CH:38]=3)[CH2:24][CH2:23]2)=[O:19])=[O:12])=[C:5]([CH3:45])[CH:4]=1)=O.C(O)(=O)C.[NH2:50][CH2:51][C@@H:52]([C:61]1[CH:70]=[CH:69][C:68]([OH:71])=[C:67]2[C:62]=1[CH:63]=[CH:64][C:65](=[O:72])[NH:66]2)[O:53][Si:54]([C:57]([CH3:60])([CH3:59])[CH3:58])([CH3:56])[CH3:55].C(O[BH-](OC(=O)C)OC(=O)C)(=O)C.[Na+].[OH-].[Na+]. The catalyst is C(Cl)Cl.CO. The product is [C:57]([Si:54]([CH3:56])([CH3:55])[O:53][C@H:52]([C:61]1[CH:70]=[CH:69][C:68]([OH:71])=[C:67]2[C:62]=1[CH:63]=[CH:64][C:65](=[O:72])[NH:66]2)[CH2:51][NH:50][CH2:1][C:3]1[C:8]([CH3:9])=[CH:7][C:6]([NH:10][C:11]([CH2:13][CH2:14][CH2:15][CH2:16][N:17]([CH3:44])[C:18]([CH2:20][CH2:21][N:22]2[CH2:27][CH2:26][CH:25]([O:28][C:29](=[O:43])[NH:30][C:31]3[CH:36]=[CH:35][CH:34]=[CH:33][C:32]=3[C:37]3[CH:42]=[CH:41][CH:40]=[CH:39][CH:38]=3)[CH2:24][CH2:23]2)=[O:19])=[O:12])=[C:5]([CH3:45])[CH:4]=1)([CH3:60])([CH3:59])[CH3:58]. The yield is 0.600. (3) The reactants are [O:1]=[C:2]1[C:7]2[CH:8]=[CH:9][CH:10]=[CH:11][C:6]=2[S:5][C:4]([C:12]2[N:17]=[CH:16][C:15]([CH2:18][CH2:19][C:20]([O:22]C(C)(C)C)=[O:21])=[CH:14][CH:13]=2)=[N:3]1.C(OC(C)C)(C)C. The catalyst is FC(F)(F)C(O)=O. The product is [O:1]=[C:2]1[C:7]2[CH:8]=[CH:9][CH:10]=[CH:11][C:6]=2[S:5][C:4]([C:12]2[N:17]=[CH:16][C:15]([CH2:18][CH2:19][C:20]([OH:22])=[O:21])=[CH:14][CH:13]=2)=[N:3]1. The yield is 0.680. (4) The reactants are [ClH:1].[CH3:2][N:3]([CH3:25])[CH:4]1[CH2:9][CH2:8][N:7]([C:10](=[O:24])[CH2:11][CH2:12][C:13]2[N:14]([CH2:18][C:19]([O:21][CH2:22][CH3:23])=[O:20])[CH:15]=[CH:16][N:17]=2)[CH2:6][CH2:5]1. The catalyst is C(OCC)C. The product is [ClH:1].[CH3:25][N:3]([CH3:2])[CH:4]1[CH2:9][CH2:8][N:7]([C:10](=[O:24])[CH2:11][CH2:12][C:13]2[N:14]([CH2:18][C:19]([O:21][CH2:22][CH3:23])=[O:20])[CH:15]=[CH:16][N:17]=2)[CH2:6][CH2:5]1. The yield is 0.820.